This data is from Full USPTO retrosynthesis dataset with 1.9M reactions from patents (1976-2016). The task is: Predict the reactants needed to synthesize the given product. (1) Given the product [F:1][C:2]1[CH:3]=[CH:4][C:5]([N:8]2[C:16]3[C:11](=[CH:12][C:13]([O:17][C@H:18]([C:22]4[CH:23]=[CH:24][CH:25]=[CH:26][CH:27]=4)[C@@H:19]([NH:21][C:30](=[O:31])[CH:29]([CH3:33])[CH3:28])[CH3:20])=[CH:14][CH:15]=3)[CH:10]=[N:9]2)=[CH:6][CH:7]=1, predict the reactants needed to synthesize it. The reactants are: [F:1][C:2]1[CH:7]=[CH:6][C:5]([N:8]2[C:16]3[C:11](=[CH:12][C:13]([O:17][C@@H:18]([C:22]4[CH:27]=[CH:26][CH:25]=[CH:24][CH:23]=4)[C@H:19]([NH2:21])[CH3:20])=[CH:14][CH:15]=3)[CH:10]=[N:9]2)=[CH:4][CH:3]=1.[CH3:28][CH:29]([CH3:33])[C:30](Cl)=[O:31]. (2) Given the product [C:19]([O:22][C:23](=[O:24])[NH:8][CH2:7][CH2:6][C:5]1[CH:9]=[CH:10][C:2]([Br:1])=[CH:3][CH:4]=1)([CH3:21])([CH3:20])[CH3:18], predict the reactants needed to synthesize it. The reactants are: [Br:1][C:2]1[CH:10]=[CH:9][C:5]([CH2:6][CH2:7][NH2:8])=[CH:4][CH:3]=1.C(N(CC)CC)C.[CH3:18][C:19]([O:22][C:23](O[C:23]([O:22][C:19]([CH3:21])([CH3:20])[CH3:18])=[O:24])=[O:24])([CH3:21])[CH3:20].Cl. (3) Given the product [O:1]=[CH:2][CH:3]=[C:4]1[O:10][CH:9]2[N:6]([C:7](=[O:11])[CH2:8]2)[CH:5]1[C:12]([O:14][CH3:15])=[O:13], predict the reactants needed to synthesize it. The reactants are: [O:1]=[CH:2][CH:3]=[C:4]1[O:10][CH:9]2[N:6]([C:7](=[O:11])[CH2:8]2)[CH:5]1[C:12]([O:14][CH2:15]C1C=CC=CC=1)=[O:13]. (4) The reactants are: [CH3:1][N:2]([CH3:11])[C:3]1[CH:10]=[CH:9][C:6]([CH:7]=O)=[CH:5][CH:4]=1.C(OP([CH2:20][C:21]1[CH:26]=[CH:25][C:24]([N+:27]([O-:29])=[O:28])=[CH:23][CH:22]=1)(=O)OCC)C.O(C)[Na]. Given the product [CH3:1][N:2]([CH3:11])[C:3]1[CH:10]=[CH:9][C:6]([CH:7]=[CH:20][C:21]2[CH:26]=[CH:25][C:24]([N+:27]([O-:29])=[O:28])=[CH:23][CH:22]=2)=[CH:5][CH:4]=1, predict the reactants needed to synthesize it. (5) Given the product [OH:1][C:2]12[CH2:11][CH:6]3[CH2:7][CH:8]([CH2:10][C:4]([C:12]([O:14][CH2:15][CH2:16][CH2:17][CH3:18])=[O:13])([CH2:5]3)[CH2:3]1)[CH2:9]2, predict the reactants needed to synthesize it. The reactants are: [OH:1][C:2]12[CH2:11][CH:6]3[CH2:7][CH:8]([CH2:10][C:4]([C:12]([OH:14])=[O:13])([CH2:5]3)[CH2:3]1)[CH2:9]2.[CH2:15](O)[CH2:16][CH2:17][CH3:18].S(=O)(=O)(O)O.